Predict the product of the given reaction. From a dataset of Forward reaction prediction with 1.9M reactions from USPTO patents (1976-2016). (1) The product is: [C:16](=[O:17])([O:18][C:38]([CH:11]1[CH2:12][CH2:13][N:8]([CH2:1][C:2]2[CH:7]=[CH:6][CH:5]=[CH:4][CH:3]=2)[CH2:9][CH2:10]1)([C:45]1[CH:50]=[CH:49][CH:48]=[CH:47][CH:46]=1)[C:39]1[CH:44]=[CH:43][CH:42]=[CH:41][CH:40]=1)[NH2:31]. Given the reactants [CH2:1]([N:8]1[CH2:13][CH2:12][CH:11](O)[CH2:10][CH2:9]1)[C:2]1[CH:7]=[CH:6][CH:5]=[CH:4][CH:3]=1.Cl[C:16]([O:18]C1C=CC([N+]([O-])=O)=CC=1)=[O:17].C([N:31](C(C)C)CC)(C)C.N[CH:38]([C:45]1[CH:50]=[CH:49][CH:48]=[CH:47][CH:46]=1)[C:39]1[CH:44]=[CH:43][CH:42]=[CH:41][CH:40]=1, predict the reaction product. (2) Given the reactants [CH3:1][O:2][C:3]1[CH:4]=[C:5]2[C:10](=[CH:11][C:12]=1[O:13][CH2:14][C@H:15]1[CH2:17][O:16]1)[N:9]=[CH:8][N:7]=[C:6]2[O:18][C:19]1[CH:20]=[C:21]2[C:25](=[CH:26][CH:27]=1)[NH:24][CH:23]=[C:22]2[CH3:28].[CH:29]([NH2:32])([CH3:31])[CH3:30], predict the reaction product. The product is: [OH:16][C@H:15]([CH2:17][NH:32][CH:29]([CH3:31])[CH3:30])[CH2:14][O:13][C:12]1[CH:11]=[C:10]2[C:5]([C:6]([O:18][C:19]3[CH:20]=[C:21]4[C:25](=[CH:26][CH:27]=3)[NH:24][CH:23]=[C:22]4[CH3:28])=[N:7][CH:8]=[N:9]2)=[CH:4][C:3]=1[O:2][CH3:1].